From a dataset of Reaction yield outcomes from USPTO patents with 853,638 reactions. Predict the reaction yield, written as a fraction of the theoretical maximum amount of product (1.0 means a 100% yield; for example, 0.34 means a 34% yield). (1) The reactants are Cl[C:2]([O:4][CH3:5])=[O:3].[CH3:6][CH2:7][O:8][C:9]([CH:11]1[CH2:15][CH2:14][CH:13]([CH2:16][NH:17][CH2:18][C:19]([O:21][C:22]([CH3:25])([CH3:24])[CH3:23])=[O:20])[N:12]1[C:26]([O:28][C:29]([CH3:32])([CH3:31])[CH3:30])=[O:27])=[O:10].CN1CCOCC1. The catalyst is ClCCl. The product is [CH3:6][CH2:7][O:8][C:9]([CH:11]1[CH2:15][CH2:14][CH:13]([CH2:16][N:17]([CH2:18][C:19]([O:21][C:22]([CH3:23])([CH3:24])[CH3:25])=[O:20])[C:2]([O:4][CH3:5])=[O:3])[N:12]1[C:26]([O:28][C:29]([CH3:31])([CH3:30])[CH3:32])=[O:27])=[O:10]. The yield is 0.880. (2) The reactants are [F:1][C:2]1[CH:7]=[CH:6][CH:5]=[C:4]([F:8])[C:3]=1[OH:9].F[C:11]1[CH:16]=[CH:15][CH:14]=[CH:13][C:12]=1[N+:17]([O-:19])=[O:18].[F:20][C:21]1[CH:34]=[CH:33][CH:32]=[C:31]([F:35])[C:22]=1[O:23][C:24]1[CH:30]=[CH:29][CH:28]=[CH:27][C:25]=1[NH2:26].[NH2:36][C:37]1[S:38][CH:39]=[CH:40][N:41]=1. No catalyst specified. The product is [F:1][C:2]1[CH:7]=[CH:6][CH:5]=[C:4]([F:8])[C:3]=1[O:9][C:11]1[CH:16]=[CH:15][CH:14]=[CH:13][C:12]=1[N+:17]([O-:19])=[O:18].[F:20][C:21]1[CH:34]=[CH:33][CH:32]=[C:31]([F:35])[C:22]=1[O:23][C:24]1[CH:30]=[CH:29][CH:28]=[CH:27][C:25]=1[NH:26][C:3]([NH:36][C:37]1[S:38][CH:39]=[CH:40][N:41]=1)=[O:9]. The yield is 0.700. (3) The reactants are Br[C:2]1[CH:7]=[CH:6][C:5]2[C:8]3[CH2:9][N:10]([C:15]([O:17][C:18]([CH3:21])([CH3:20])[CH3:19])=[O:16])[CH2:11][CH2:12][C:13]=3[O:14][C:4]=2[CH:3]=1.[CH2:22]([C:30]1[CH:35]=[CH:34][NH:33][C:32](=[O:36])[CH:31]=1)[CH2:23][C:24]1[CH:29]=[CH:28][CH:27]=[CH:26][CH:25]=1. No catalyst specified. The product is [O:36]=[C:32]1[CH:31]=[C:30]([CH2:22][CH2:23][C:24]2[CH:25]=[CH:26][CH:27]=[CH:28][CH:29]=2)[CH:35]=[CH:34][N:33]1[C:2]1[CH:7]=[CH:6][C:5]2[C:8]3[CH2:9][N:10]([C:15]([O:17][C:18]([CH3:21])([CH3:20])[CH3:19])=[O:16])[CH2:11][CH2:12][C:13]=3[O:14][C:4]=2[CH:3]=1. The yield is 0.790. (4) The reactants are [C:1]([C@H:5]1[CH2:10][CH2:9][C@H:8]([N:11]2[C:16](=[O:17])[CH:15]=[CH:14][C:13](Cl)=[N:12]2)[CH2:7][CH2:6]1)([CH3:4])([CH3:3])[CH3:2].[CH:19]([C:21]1[CH:22]=[C:23](B(O)O)[CH:24]=[CH:25][CH:26]=1)=[O:20].C([O-])([O-])=O.[Na+].[Na+].C(Cl)Cl. The catalyst is C1(C)C=CC=CC=1.CCO.O. The product is [C:1]([C@H:5]1[CH2:10][CH2:9][C@H:8]([N:11]2[C:16](=[O:17])[CH:15]=[CH:14][C:13]([C:25]3[CH:26]=[C:21]([CH:22]=[CH:23][CH:24]=3)[CH:19]=[O:20])=[N:12]2)[CH2:7][CH2:6]1)([CH3:4])([CH3:3])[CH3:2]. The yield is 0.400. (5) The reactants are I[C:2]1[CH:3]=[CH:4][C:5]([N:8]2[C:12](=[O:13])[CH2:11][C@H:10]3[CH2:14][CH2:15][CH2:16][C@@H:9]23)=[N:6][CH:7]=1.[C:17]([C:19]1[CH:24]=[CH:23][CH:22]=[CH:21][CH:20]=1)#[CH:18].C(N(CC)CC)C. The catalyst is C1COCC1.C(OCC)(=O)C.Cl[Pd](Cl)([P](C1C=CC=CC=1)(C1C=CC=CC=1)C1C=CC=CC=1)[P](C1C=CC=CC=1)(C1C=CC=CC=1)C1C=CC=CC=1.[Cu]I.C1(P(C2C=CC=CC=2)C2C=CC=CC=2)C=CC=CC=1. The product is [C:19]1([C:17]#[C:18][C:2]2[CH:3]=[CH:4][C:5]([N:8]3[C:12](=[O:13])[CH2:11][C@H:10]4[CH2:14][CH2:15][CH2:16][C@@H:9]34)=[N:6][CH:7]=2)[CH:24]=[CH:23][CH:22]=[CH:21][CH:20]=1. The yield is 0.960. (6) The yield is 1.00. The reactants are [CH2:1]([O:3][C:4]1[N:5]=[C:6]2[C:11](=[CH:12][CH:13]=1)[N:10]=[CH:9][C:8]([C:14]#[N:15])=[C:7]2O)[CH3:2].O=P(Cl)(Cl)[Cl:19]. No catalyst specified. The product is [Cl:19][C:7]1[C:6]2[C:11](=[CH:12][CH:13]=[C:4]([O:3][CH2:1][CH3:2])[N:5]=2)[N:10]=[CH:9][C:8]=1[C:14]#[N:15].